This data is from Catalyst prediction with 721,799 reactions and 888 catalyst types from USPTO. The task is: Predict which catalyst facilitates the given reaction. (1) Reactant: [CH2:1]([O:8][C:9]([NH:11][C@H:12]1[CH2:16][CH2:15][N:14]([C@H:17]2[CH2:22][CH2:21][C@@H:20]([NH:23][C:24]([CH3:27])([CH3:26])[CH3:25])[CH2:19][C@H:18]2[NH:28]C(=O)OCC[Si](C)(C)C)[C:13]1=[O:38])=[O:10])[C:2]1[CH:7]=[CH:6][CH:5]=[CH:4][CH:3]=1.FC(F)(F)C(O)=O.C(N(CC)CC)C.[CH3:53][S:54](Cl)(=[O:56])=[O:55]. Product: [C:24]([NH:23][C@@H:20]1[CH2:21][CH2:22][C@H:17]([N:14]2[CH2:15][CH2:16][C@H:12]([NH:11][C:9](=[O:10])[O:8][CH2:1][C:2]3[CH:7]=[CH:6][CH:5]=[CH:4][CH:3]=3)[C:13]2=[O:38])[C@H:18]([NH:28][S:54]([CH3:53])(=[O:56])=[O:55])[CH2:19]1)([CH3:27])([CH3:26])[CH3:25]. The catalyst class is: 4. (2) Reactant: [Cl:1][C:2]1[C:3](=[O:36])[N:4]([C:19]2[C:24]([CH3:25])=[CH:23][N:22]=[C:21]([C:26]3[CH:31]=[CH:30][N:29]=[C:28]([C:32]([OH:35])([CH3:34])[CH3:33])[N:27]=3)[CH:20]=2)[C:5]([CH3:18])=[CH:6][C:7]=1[O:8]CC1C=CC(OC)=CC=1.FC(F)(F)C(O)=O. Product: [Cl:1][C:2]1[C:3](=[O:36])[N:4]([C:19]2[C:24]([CH3:25])=[CH:23][N:22]=[C:21]([C:26]3[CH:31]=[CH:30][N:29]=[C:28]([C:32]([OH:35])([CH3:33])[CH3:34])[N:27]=3)[CH:20]=2)[C:5]([CH3:18])=[CH:6][C:7]=1[OH:8]. The catalyst class is: 4. (3) Reactant: [CH2:1]=[CH:2][CH:3]=[N:4]/[C:5](/[C:10]#[N:11])=[C:6](/[NH2:9])\[C:7]#[N:8].C([O-])(=O)C.C([O-])(=O)C.C([O-])(=O)C.C([O-])(=O)C.[Pb+4].C=CC=N/C(/C#N)=C(/N)\C#N.C(#N)C. Product: [CH:2]([C:3]1[NH:4][C:5]([C:10]#[N:11])=[C:6]([C:7]#[N:8])[N:9]=1)=[CH2:1]. The catalyst class is: 10.